This data is from Full USPTO retrosynthesis dataset with 1.9M reactions from patents (1976-2016). The task is: Predict the reactants needed to synthesize the given product. (1) The reactants are: [F:1][C:2]1[CH:7]=[CH:6][C:5]([C:8]2[C:13]([N:14]3[CH2:19][CH2:18][CH:17]([C:20]([OH:22])=O)[CH2:16][CH2:15]3)=[CH:12][N:11]=[CH:10][N:9]=2)=[CH:4][CH:3]=1.[CH3:23][NH:24][CH:25]1[CH2:30][CH2:29][O:28][CH2:27][CH2:26]1.CN(C(ON1N=NC2C=CC=NC1=2)=[N+](C)C)C.F[P-](F)(F)(F)(F)F.CCN(C(C)C)C(C)C. Given the product [F:1][C:2]1[CH:7]=[CH:6][C:5]([C:8]2[C:13]([N:14]3[CH2:19][CH2:18][CH:17]([C:20]([N:24]([CH3:23])[CH:25]4[CH2:30][CH2:29][O:28][CH2:27][CH2:26]4)=[O:22])[CH2:16][CH2:15]3)=[CH:12][N:11]=[CH:10][N:9]=2)=[CH:4][CH:3]=1, predict the reactants needed to synthesize it. (2) Given the product [CH2:1]([O:5][CH2:6][CH2:7][O:8][C:9]1[CH:10]=[CH:11][C:12]([C:15]2[CH:16]=[CH:17][C:18]3[N:25]([CH2:26][C:27]4[CH:28]=[N:29][N:30]([CH3:32])[CH:31]=4)[CH2:24][CH2:23][CH2:22][C:21]([C:33]([NH:63][C:62]4[CH:61]=[CH:60][C:59]([S:57]([CH2:56][C:55]5[N:51]([CH2:48][CH2:49][CH3:50])[CH:52]=[N:53][CH:54]=5)=[O:58])=[CH:65][CH:64]=4)=[O:34])=[CH:20][C:19]=3[CH:36]=2)=[CH:13][CH:14]=1)[CH2:2][CH2:3][CH3:4], predict the reactants needed to synthesize it. The reactants are: [CH2:1]([O:5][CH2:6][CH2:7][O:8][C:9]1[CH:14]=[CH:13][C:12]([C:15]2[CH:16]=[CH:17][C:18]3[N:25]([CH2:26][C:27]4[CH:28]=[N:29][N:30]([CH3:32])[CH:31]=4)[CH2:24][CH2:23][CH2:22][C:21]([C:33](O)=[O:34])=[CH:20][C:19]=3[CH:36]=2)=[CH:11][CH:10]=1)[CH2:2][CH2:3][CH3:4].CN(C=O)C.C(Cl)(=O)C(Cl)=O.[CH2:48]([N:51]1[C:55]([CH2:56][S:57]([C:59]2[CH:65]=[CH:64][C:62]([NH2:63])=[CH:61][CH:60]=2)=[O:58])=[CH:54][N:53]=[CH:52]1)[CH2:49][CH3:50]. (3) Given the product [CH3:19][S:20]([NH:1][C@@H:2]1[C:10]2[C:5](=[CH:6][CH:7]=[CH:8][CH:9]=2)[CH2:4][C@@H:3]1[O:11][S:20]([CH3:19])(=[O:22])=[O:21])(=[O:22])=[O:21], predict the reactants needed to synthesize it. The reactants are: [NH2:1][C@@H:2]1[C:10]2[C:5](=[CH:6][CH:7]=[CH:8][CH:9]=2)[CH2:4][C@@H:3]1[OH:11].C(N(CC)CC)C.[CH3:19][S:20](Cl)(=[O:22])=[O:21].